Task: Predict the product of the given reaction.. Dataset: Forward reaction prediction with 1.9M reactions from USPTO patents (1976-2016) Given the reactants [NH2:1][C:2]1[C:7]([C:8]([C:10]2[CH:15]=[C:14]([F:16])[CH:13]=[CH:12][C:11]=2[O:17][CH3:18])=[O:9])=[CH:6][N:5]=[C:4]([NH:19][CH:20]2[CH2:25][CH2:24][NH:23][CH2:22][CH2:21]2)[N:3]=1.[CH3:26][N:27]1[C:31]([CH3:32])=[C:30]([S:33](Cl)(=[O:35])=[O:34])[C:29]([CH3:37])=[N:28]1, predict the reaction product. The product is: [NH2:1][C:2]1[C:7]([C:8]([C:10]2[CH:15]=[C:14]([F:16])[CH:13]=[CH:12][C:11]=2[O:17][CH3:18])=[O:9])=[CH:6][N:5]=[C:4]([NH:19][CH:20]2[CH2:21][CH2:22][N:23]([S:33]([C:30]3[C:29]([CH3:37])=[N:28][N:27]([CH3:26])[C:31]=3[CH3:32])(=[O:34])=[O:35])[CH2:24][CH2:25]2)[N:3]=1.